This data is from Full USPTO retrosynthesis dataset with 1.9M reactions from patents (1976-2016). The task is: Predict the reactants needed to synthesize the given product. (1) Given the product [F:18][C:2]([F:1])([F:17])[C:3]1[CH:4]=[CH:5][C:6]([O:9][C:10]2[CH:11]=[CH:12][C:13]([O:16][C:29]([N:20]3[C:28]4[C:23](=[CH:24][CH:25]=[CH:26][CH:27]=4)[CH2:22][CH2:21]3)=[O:30])=[CH:14][CH:15]=2)=[N:7][CH:8]=1, predict the reactants needed to synthesize it. The reactants are: [F:1][C:2]([F:18])([F:17])[C:3]1[CH:4]=[CH:5][C:6]([O:9][C:10]2[CH:15]=[CH:14][C:13]([OH:16])=[CH:12][CH:11]=2)=[N:7][CH:8]=1.[I-].[N:20]1([C:29](N2C=C[N+](C)=C2)=[O:30])[C:28]2[C:23](=[CH:24][CH:25]=[CH:26][CH:27]=2)[CH2:22][CH2:21]1. (2) The reactants are: [CH3:1][NH:2][C:3](=[O:13])[C:4]1[CH:12]=[CH:11][C:7]([C:8](O)=[O:9])=[CH:6][CH:5]=1.C(Cl)(=O)C(Cl)=O.CN(C)C=O.[N:25]1[CH:30]=[CH:29][CH:28]=[C:27]([C:31]2[CH:35]=[C:34]([C:36]([F:39])([F:38])[F:37])[N:33]([C:40]3[CH:41]=[CH:42][C:43]([NH2:46])=[N:44][CH:45]=3)[N:32]=2)[CH:26]=1. Given the product [N:25]1[CH:30]=[CH:29][CH:28]=[C:27]([C:31]2[CH:35]=[C:34]([C:36]([F:39])([F:37])[F:38])[N:33]([C:40]3[CH:41]=[CH:42][C:43]([NH2:46])=[N:44][CH:45]=3)[N:32]=2)[CH:26]=1.[CH3:1][NH:2][C:3](=[O:13])[C:4]1[CH:12]=[CH:11][C:7]([C:8]([NH:46][C:43]2[CH:42]=[CH:41][C:40]([N:33]3[C:34]([C:36]([F:39])([F:37])[F:38])=[CH:35][C:31]([C:27]4[CH:26]=[N:25][CH:30]=[CH:29][CH:28]=4)=[N:32]3)=[CH:45][N:44]=2)=[O:9])=[CH:6][CH:5]=1, predict the reactants needed to synthesize it.